From a dataset of Acute oral toxicity (LD50) regression data from Zhu et al.. Regression/Classification. Given a drug SMILES string, predict its toxicity properties. Task type varies by dataset: regression for continuous values (e.g., LD50, hERG inhibition percentage) or binary classification for toxic/non-toxic outcomes (e.g., AMES mutagenicity, cardiotoxicity, hepatotoxicity). Dataset: ld50_zhu. The compound is COP(=S)(OC)SCCSC. The rat oral LD50 is 3.49, given as -log10 of the dose in mol/kg body weight (higher means more acutely toxic).